Task: Regression. Given a peptide amino acid sequence and an MHC pseudo amino acid sequence, predict their binding affinity value. This is MHC class II binding data.. Dataset: Peptide-MHC class II binding affinity with 134,281 pairs from IEDB (1) The peptide sequence is SFFGEIPSIIHEALN. The MHC is DRB1_0101 with pseudo-sequence DRB1_0101. The binding affinity (normalized) is 0.762. (2) The MHC is DRB1_0701 with pseudo-sequence DRB1_0701. The peptide sequence is LEQDKCVTVMAPDKP. The binding affinity (normalized) is 0.0817. (3) The peptide sequence is NLLYKICLSGEGWPY. The MHC is DRB1_0101 with pseudo-sequence DRB1_0101. The binding affinity (normalized) is 0.747. (4) The peptide sequence is TVAAAPQVKYAVFEA. The MHC is DRB1_1501 with pseudo-sequence DRB1_1501. The binding affinity (normalized) is 0.131. (5) The peptide sequence is YFLMAYANQIHHVDL. The MHC is DRB4_0101 with pseudo-sequence DRB4_0103. The binding affinity (normalized) is 0.739.